Dataset: Catalyst prediction with 721,799 reactions and 888 catalyst types from USPTO. Task: Predict which catalyst facilitates the given reaction. (1) Reactant: [C:1]([O:4][C:5]1[CH:6]=[C:7]([CH:11]=[CH:12][C:13]=1[O:14][CH3:15])[C:8](O)=[O:9])(=[O:3])[CH3:2].CN(C=O)C.C(Cl)(=O)C([Cl:24])=O. Product: [Cl:24][C:8]([C:7]1[CH:11]=[CH:12][C:13]([O:14][CH3:15])=[C:5]([O:4][C:1](=[O:3])[CH3:2])[CH:6]=1)=[O:9]. The catalyst class is: 2. (2) Reactant: C(OC([N:6]=[S:7]([CH3:35])([C:9]1[CH:14]=[CH:13][C:12]([CH2:15][O:16][C:17]2[CH:26]=[C:25]3[C:20]([C:21]([NH:27][C:28]4[S:29][CH:30]=[N:31][N:32]=4)=[N:22][CH:23]=[N:24]3)=[CH:19][C:18]=2[O:33][CH3:34])=[CH:11][CH:10]=1)=[O:8])=O)C.ClCCl.CO. Product: [CH3:34][O:33][C:18]1[CH:19]=[C:20]2[C:25](=[CH:26][C:17]=1[O:16][CH2:15][C:12]1[CH:11]=[CH:10][C:9]([S:7]([CH3:35])(=[NH:6])=[O:8])=[CH:14][CH:13]=1)[N:24]=[CH:23][N:22]=[C:21]2[NH:27][C:28]1[S:29][CH:30]=[N:31][N:32]=1. The catalyst class is: 5. (3) Reactant: [N:1]1([S:7]([NH:10][C:11]([C:13]2[CH2:17][CH:16]([C:18]3[CH:23]=[CH:22][CH:21]=[CH:20][CH:19]=3)[N:15]([C:24]3[CH:29]=[CH:28][C:27]([Cl:30])=[CH:26][CH:25]=3)[N:14]=2)=O)(=[O:9])=[O:8])[CH2:6][CH2:5][CH2:4][CH2:3][CH2:2]1.P(Cl)(Cl)(Cl)(Cl)Cl.Cl.C[CH2:39][N:40](C(C)C)C(C)C. Product: [N:1]1([S:7]([NH:10][C:11]([C:13]2[CH2:17][CH:16]([C:18]3[CH:23]=[CH:22][CH:21]=[CH:20][CH:19]=3)[N:15]([C:24]3[CH:29]=[CH:28][C:27]([Cl:30])=[CH:26][CH:25]=3)[N:14]=2)=[N:40][CH3:39])(=[O:9])=[O:8])[CH2:6][CH2:5][CH2:4][CH2:3][CH2:2]1. The catalyst class is: 159. (4) Reactant: [CH3:1][O:2][C:3]1[CH:4]=[C:5]2[C:10](=[CH:11][C:12]=1[O:13][CH3:14])[N:9]=[CH:8][C:7]([C:15]#[N:16])=[C:6]2[CH3:17].CO[CH:20](OC)[N:21]([CH3:23])[CH3:22]. Product: [CH3:20][N:21]([CH3:23])/[CH:22]=[CH:17]/[C:6]1[C:5]2[C:10](=[CH:11][C:12]([O:13][CH3:14])=[C:3]([O:2][CH3:1])[CH:4]=2)[N:9]=[CH:8][C:7]=1[C:15]#[N:16]. The catalyst class is: 3.